This data is from Catalyst prediction with 721,799 reactions and 888 catalyst types from USPTO. The task is: Predict which catalyst facilitates the given reaction. Reactant: [Na+].[I-:2].[CH2:3]([N:7]([CH3:21])[C:8](=[O:20])[CH2:9][CH2:10][CH2:11][CH2:12][CH2:13][CH2:14][CH2:15][CH2:16][CH2:17][CH2:18]Br)[CH2:4][CH2:5][CH3:6].CCCCCCC. Product: [CH2:3]([N:7]([CH3:21])[C:8](=[O:20])[CH2:9][CH2:10][CH2:11][CH2:12][CH2:13][CH2:14][CH2:15][CH2:16][CH2:17][CH2:18][I:2])[CH2:4][CH2:5][CH3:6]. The catalyst class is: 21.